This data is from Catalyst prediction with 721,799 reactions and 888 catalyst types from USPTO. The task is: Predict which catalyst facilitates the given reaction. (1) Reactant: [OH-].[Na+].C([O:5][C:6]([C:8]1[NH:16][C:15]2[CH:14]=[CH:13][N:12]=[CH:11][C:10]=2[CH:9]=1)=[O:7])C. Product: [NH:16]1[C:15]2[CH:14]=[CH:13][N:12]=[CH:11][C:10]=2[CH:9]=[C:8]1[C:6]([OH:7])=[O:5]. The catalyst class is: 8. (2) Reactant: Br[CH2:2][C:3]1[CH:13]=[CH:12][C:11]([O:14][C:15]([F:20])([F:19])[CH:16]([Cl:18])[F:17])=[CH:10][C:4]=1[C:5]([O:7]CC)=O.[CH3:21][N:22]1[C:30]2[C:25](=[CH:26][C:27]([NH2:31])=[CH:28][CH:29]=2)[CH:24]=[CH:23]1.C(N(CC)C(C)C)(C)C.[OH-].[Li+]. Product: [Cl:18][CH:16]([F:17])[C:15]([F:19])([F:20])[O:14][C:11]1[CH:10]=[C:4]2[C:3]([CH2:2][N:31]([C:27]3[CH:26]=[C:25]4[C:30](=[CH:29][CH:28]=3)[N:22]([CH3:21])[CH:23]=[CH:24]4)[C:5]2=[O:7])=[CH:13][CH:12]=1. The catalyst class is: 40. (3) Reactant: [F:1][C:2]([F:25])([F:24])[S:3]([C:6]1[CH:23]=[CH:22][C:9]([NH:10][CH:11]2[CH2:16][CH2:15][CH:14]([O:17][CH2:18][C:19](O)=[O:20])[CH2:13][CH2:12]2)=[CH:8][CH:7]=1)(=[O:5])=[O:4].CCN=C=NCCCN(C)C.Cl.C1C=CC2N(O)N=NC=2C=1.CN1CCOCC1.Cl.[N:56]1([C:62]2[CH:71]=[CH:70][C:69]3[C:64](=[CH:65][CH:66]=[C:67]([C:72]([F:75])([F:74])[F:73])[CH:68]=3)[N:63]=2)[CH2:61][CH2:60][NH:59][CH2:58][CH2:57]1. Product: [F:74][C:72]([F:73])([F:75])[C:67]1[CH:68]=[C:69]2[C:64](=[CH:65][CH:66]=1)[N:63]=[C:62]([N:56]1[CH2:57][CH2:58][N:59]([C:19](=[O:20])[CH2:18][O:17][CH:14]3[CH2:13][CH2:12][CH:11]([NH:10][C:9]4[CH:8]=[CH:7][C:6]([S:3]([C:2]([F:24])([F:1])[F:25])(=[O:4])=[O:5])=[CH:23][CH:22]=4)[CH2:16][CH2:15]3)[CH2:60][CH2:61]1)[CH:71]=[CH:70]2. The catalyst class is: 3. (4) Reactant: [Br:1][C:2]1[CH:3]=[N:4][CH:5]=[C:6]([Br:8])[CH:7]=1.[Li+].CC([N-]C(C)C)C.[C:17](Cl)(=[O:21])[O:18][CH2:19][CH3:20]. Product: [Br:8][C:6]1[CH:5]=[N:4][CH:3]=[C:2]([Br:1])[C:7]=1[C:17]([O:18][CH2:19][CH3:20])=[O:21]. The catalyst class is: 1. (5) Product: [Br:22][C:16]1[CH:17]=[CH:18][CH:19]=[C:20]2[C:15]=1[N:14]=[CH:13][C:12]([NH:11][S:7]([C:3]1[CH:2]=[N:1][CH:6]=[CH:5][CH:4]=1)(=[O:9])=[O:8])=[CH:21]2. The catalyst class is: 17. Reactant: [N:1]1[CH:6]=[CH:5][CH:4]=[C:3]([S:7](Cl)(=[O:9])=[O:8])[CH:2]=1.[NH2:11][C:12]1[CH:13]=[N:14][C:15]2[C:20]([CH:21]=1)=[CH:19][CH:18]=[CH:17][C:16]=2[Br:22]. (6) Reactant: Cl[C:2]1[N:7]=[CH:6][C:5]([C:8]2[CH2:9][CH2:10][C:11](=[O:14])[NH:12][N:13]=2)=[CH:4][CH:3]=1.Cl.[CH:16]1([N:20]2[CH2:26][CH2:25][C:24]3[CH:27]=[C:28]([OH:31])[CH:29]=[CH:30][C:23]=3[CH2:22][CH2:21]2)[CH2:19][CH2:18][CH2:17]1. Product: [CH:16]1([N:20]2[CH2:26][CH2:25][C:24]3[CH:27]=[C:28]([O:31][C:2]4[N:7]=[CH:6][C:5]([C:8]5[CH:9]=[CH:10][C:11](=[O:14])[NH:12][N:13]=5)=[CH:4][CH:3]=4)[CH:29]=[CH:30][C:23]=3[CH2:22][CH2:21]2)[CH2:19][CH2:18][CH2:17]1. The catalyst class is: 16. (7) Reactant: [F:1][C:2]1[CH:3]=[C:4]([CH:7]=[C:8]([F:11])[C:9]=1[OH:10])[CH:5]=[O:6].C([O-])([O-])=O.[Cs+].[Cs+].[CH2:18](Br)[C:19]1[CH:24]=[CH:23][CH:22]=[CH:21][CH:20]=1. Product: [CH2:18]([O:10][C:9]1[C:2]([F:1])=[CH:3][C:4]([CH:5]=[O:6])=[CH:7][C:8]=1[F:11])[C:19]1[CH:24]=[CH:23][CH:22]=[CH:21][CH:20]=1. The catalyst class is: 23. (8) Reactant: [Br:1][C:2]1[CH:3]=[C:4]([C:11]([N:13]2[CH2:18][CH2:17][O:16][C:15]3[N:19]=[CH:20][C:21]([C:23]4[CH:31]=[CH:30][CH:29]=[C:28]5[C:24]=4[CH:25]=[CH:26][NH:27]5)=[CH:22][C:14]2=3)=[O:12])[CH:5]=[C:6]([Br:10])[C:7]=1[O:8]C.[Br-].[Li+].N1CCNCC1.Cl. Product: [Br:1][C:2]1[CH:3]=[C:4]([C:11]([N:13]2[CH2:18][CH2:17][O:16][C:15]3[N:19]=[CH:20][C:21]([C:23]4[CH:31]=[CH:30][CH:29]=[C:28]5[C:24]=4[CH:25]=[CH:26][NH:27]5)=[CH:22][C:14]2=3)=[O:12])[CH:5]=[C:6]([Br:10])[C:7]=1[OH:8]. The catalyst class is: 35.